This data is from Peptide-MHC class II binding affinity with 134,281 pairs from IEDB. The task is: Regression. Given a peptide amino acid sequence and an MHC pseudo amino acid sequence, predict their binding affinity value. This is MHC class II binding data. (1) The peptide sequence is KVFIDTIPNIMFFST. The MHC is DRB5_0101 with pseudo-sequence DRB5_0101. The binding affinity (normalized) is 0.695. (2) The peptide sequence is FHGSDGCWYPMEIRP. The MHC is HLA-DQA10501-DQB10402 with pseudo-sequence HLA-DQA10501-DQB10402. The binding affinity (normalized) is 0.520. (3) The peptide sequence is EKKYFAGTQFEPLAA. The MHC is HLA-DQA10301-DQB10302 with pseudo-sequence HLA-DQA10301-DQB10302. The binding affinity (normalized) is 0.271. (4) The peptide sequence is FPEQPEQPYPEQ. The MHC is DRB1_0404 with pseudo-sequence DRB1_0404. The binding affinity (normalized) is 0.